From a dataset of NCI-60 drug combinations with 297,098 pairs across 59 cell lines. Regression. Given two drug SMILES strings and cell line genomic features, predict the synergy score measuring deviation from expected non-interaction effect. Cell line: OVCAR-5. Drug 2: CC1=C(C(=CC=C1)Cl)NC(=O)C2=CN=C(S2)NC3=CC(=NC(=N3)C)N4CCN(CC4)CCO. Synergy scores: CSS=32.9, Synergy_ZIP=-6.55, Synergy_Bliss=-5.04, Synergy_Loewe=-4.13, Synergy_HSA=-2.46. Drug 1: C1=CN(C(=O)N=C1N)C2C(C(C(O2)CO)O)O.Cl.